This data is from Experimentally validated miRNA-target interactions with 360,000+ pairs, plus equal number of negative samples. The task is: Binary Classification. Given a miRNA mature sequence and a target amino acid sequence, predict their likelihood of interaction. (1) The miRNA is mmu-miR-466c-5p with sequence UGAUGUGUGUGUGCAUGUACAUAU. The protein sequence of the target gene is MALSRGLPRELAEAVSGGRVLVVGAGGIGCELLKNLVLTGFSHIDLIDLDTIDVSNLNRQFLFQKKHVGRSKAQVAKESVLQFHPQANIEAHHDSIMNPDYNVEFFRQFILVMNALDNRAARNHVNRMCLAADVPLIESGTAGYLGQVTTIKKGVTECYECHPKPTQRTFPGCTIRNTPSEPIHCIVWAKYLFNQLFGEEDADQEVSPDRADPEAAWEPTEAEARARASNEDGDIKRISTKEWAKSTGYDPVKLFTKLFKDDIRYLLTMDKLWRKRKPPVPLDWAEVQSQGEANADQQNE.... Result: 0 (no interaction). (2) The miRNA is hsa-miR-454-3p with sequence UAGUGCAAUAUUGCUUAUAGGGU. The protein sequence of the target gene is MGSPEDDLIGIPFPDHSSELLSCLNEQRQLGHLCDLTIRTQGLEYRTHRAVLAACSHYFKKLFTEGGGGAVMGAGGSGTATGGAGAGVCELDFVGPEALGALLEFAYTATLTTSSANMPAVLQAARLLEIPCVIAACMEILQGSGLEAPSPDEDDCERARQYLEAFATATASGVPNGEDSPPQVPLPPPPPPPPRPVARRSRKPRKAFLQTKGARANHLVPEVPTVPAHPLTYEEEEVAGRVGSSGGSGPGDSYSPPTGTASPPEGPQSYEPYEGEEEEEELVYPPAYGLAQGGGPPLSP.... Result: 1 (interaction). (3) The miRNA is hsa-miR-4740-5p with sequence AGGACUGAUCCUCUCGGGCAGG. The protein sequence of the target gene is MRKFNIRKVLDGLTAGSSSASQQQQQQQHPPGNREPEIQETLQSEHFQLCKTVRHGFPYQPSALAFDPVQKILAVGTQTGALRLFGRPGVECYCQHDSGAAVIQLQFLINEGALVSALADDTLHLWNLRQKRPAVLHSLKFCRERVTFCHLPFQSKWLYVGTERGNIHIVNVESFTLSGYVIMWNKAIELSSKAHPGPVVHISDNPMDEGKLLIGFESGTVVLWDLKSKKADYRYTYDEAIHSVAWHHEGKQFICSHSDGTLTIWNVRSPAKPVQTITPHGKQLKDGKKPEPCKPILKVE.... Result: 0 (no interaction). (4) The protein sequence of the target gene is MKDRLAELLDLSKQYDQQFPDGDDEFDSPHEDIVFETDHILESLYRDIRDIQDENQLLVADVKRLGKQNARFLTSMRRLSSIKRDTNSIAKAIKARGEVIHCKLRAMKELSEAAEAQHGPHSAVARISRAQYNALTLTFQRAMHDYNQAEMKQRDNCKIRIQRQLEIMGKEVSGDQIEDMFEQGKWDVFSENLLADVKGARAALNEIESRHRELLRLESRIRDVHELFLQMAVLVEKQADTLNVIELNVQKTVDYTGQAKAQVRKAVQYEEKNPCRTLCCFCCPCLK. Result: 0 (no interaction). The miRNA is cel-miR-249-3p with sequence UCACAGGACUUUUGAGCGUUGCC. (5) The miRNA is cel-miR-61-3p with sequence UGACUAGAACCGUUACUCAUC. The protein sequence of the target gene is MSATAAARKRGKPASGAGAGAGAGKRRRKADSAGDRGKSKGGGKMNEEISSDSESESLAPRKPEEEEEEELEETAQEKKLRLAKLYLEQLRQQEEEKAEARAFEEDQVAGRLKEDVLEQRGRLQKLVAKEIQAPASADIRVLRGHQLSITCLVVTPDDSAIFSAAKDCSIIKWSVESGRKLHVIPRAKKGAEGKPPGHSSHVLCMAISSDGKYLASGDRSKLILIWEAQSCQHLYTFTGHRDAVSGLAFRRGTHQLYSTSHDRSVKVWNVAENSYVETLFGHQDAVAALDALSRECCVTA.... Result: 0 (no interaction).